From a dataset of Full USPTO retrosynthesis dataset with 1.9M reactions from patents (1976-2016). Predict the reactants needed to synthesize the given product. (1) Given the product [C:18]([Si:22]([CH3:24])([CH3:23])[O:12][C@@H:9]([CH2:8][CH2:7][C:1]1[CH:6]=[CH:5][CH:4]=[CH:3][CH:2]=1)[CH:10]=[CH2:11])([CH3:21])([CH3:20])[CH3:19], predict the reactants needed to synthesize it. The reactants are: [C:1]1([CH2:7][CH2:8][C@H:9]([OH:12])[CH:10]=[CH2:11])[CH:6]=[CH:5][CH:4]=[CH:3][CH:2]=1.N1C=CN=C1.[C:18]([Si:22](Cl)([CH3:24])[CH3:23])([CH3:21])([CH3:20])[CH3:19]. (2) The reactants are: [N:1]([CH2:4][C:5]1[N:10]=[C:9]([CH2:11][N:12]([CH2:23][C:24]2[CH:29]=[CH:28][C:27]([Cl:30])=[CH:26][CH:25]=2)[CH2:13][C:14]([O:16][CH2:17][CH2:18][Si:19]([CH3:22])([CH3:21])[CH3:20])=[O:15])[CH:8]=[CH:7][CH:6]=1)=[N+]=[N-]. Given the product [NH2:1][CH2:4][C:5]1[N:10]=[C:9]([CH2:11][N:12]([CH2:23][C:24]2[CH:25]=[CH:26][C:27]([Cl:30])=[CH:28][CH:29]=2)[CH2:13][C:14]([O:16][CH2:17][CH2:18][Si:19]([CH3:21])([CH3:22])[CH3:20])=[O:15])[CH:8]=[CH:7][CH:6]=1, predict the reactants needed to synthesize it. (3) Given the product [OH:1][C:2]1[CH:3]=[CH:4][C:5]([S:8][CH2:9][CH2:10][CH2:11][C:12]([N:16]([CH3:15])[CH2:17][C:18]2[CH:23]=[CH:22][CH:21]=[CH:20][C:19]=2[N:24]2[CH2:29][CH2:28][O:27][CH2:26][CH2:25]2)=[O:14])=[CH:6][CH:7]=1, predict the reactants needed to synthesize it. The reactants are: [OH:1][C:2]1[CH:7]=[CH:6][C:5]([S:8][CH2:9][CH2:10][CH2:11][C:12]([OH:14])=O)=[CH:4][CH:3]=1.[CH3:15][NH:16][CH2:17][C:18]1[CH:23]=[CH:22][CH:21]=[CH:20][C:19]=1[N:24]1[CH2:29][CH2:28][O:27][CH2:26][CH2:25]1. (4) The reactants are: [OH:1][C:2]([C:5]1[O:6][CH:7]=[C:8]([C:10]([OH:12])=O)[N:9]=1)([CH3:4])[CH3:3].[NH2:13][C@@H:14]([CH3:30])[CH2:15][N:16]1[CH:20]=[CH:19][C:18]([C:21]2[CH:28]=[CH:27][C:24]([C:25]#[N:26])=[C:23]([Cl:29])[CH:22]=2)=[N:17]1. Given the product [Cl:29][C:23]1[CH:22]=[C:21]([C:18]2[CH:19]=[CH:20][N:16]([CH2:15][C@@H:14]([NH:13][C:10]([C:8]3[N:9]=[C:5]([C:2]([OH:1])([CH3:3])[CH3:4])[O:6][CH:7]=3)=[O:12])[CH3:30])[N:17]=2)[CH:28]=[CH:27][C:24]=1[C:25]#[N:26], predict the reactants needed to synthesize it. (5) The reactants are: [H-].[Na+].[F:3][C:4]1([F:31])[CH2:9][CH2:8][N:7]([C:10]([C:12]2[NH:13][C:14]3[C:19]([CH:20]=2)=[CH:18][C:17]([O:21][CH:22]2[CH2:27][CH2:26][N:25]([CH:28]([CH3:30])[CH3:29])[CH2:24][CH2:23]2)=[CH:16][CH:15]=3)=[O:11])[CH2:6][CH2:5]1.[F:32][C:33]1[CH:38]=[CH:37][C:36]([S:39](Cl)(=[O:41])=[O:40])=[CH:35][CH:34]=1. Given the product [F:31][C:4]1([F:3])[CH2:9][CH2:8][N:7]([C:10]([C:12]2[N:13]([S:39]([C:36]3[CH:37]=[CH:38][C:33]([F:32])=[CH:34][CH:35]=3)(=[O:41])=[O:40])[C:14]3[C:19]([CH:20]=2)=[CH:18][C:17]([O:21][CH:22]2[CH2:27][CH2:26][N:25]([CH:28]([CH3:29])[CH3:30])[CH2:24][CH2:23]2)=[CH:16][CH:15]=3)=[O:11])[CH2:6][CH2:5]1, predict the reactants needed to synthesize it. (6) Given the product [Br-:2].[Br-:1].[CH3:18][N+:9]([CH3:19])([CH2:10][CH2:11][CH2:12][C:13]([O:15][CH2:16][CH3:17])=[O:14])[CH2:8][CH2:7][CH2:6][CH2:5][CH2:4][CH2:3][N+:23]1[C:24]2[C:29](=[CH:28][CH:27]=[CH:26][CH:25]=2)[C:30]([CH3:31])=[C:21]([Cl:20])[CH:22]=1, predict the reactants needed to synthesize it. The reactants are: [Br-:1].[Br:2][CH2:3][CH2:4][CH2:5][CH2:6][CH2:7][CH2:8][N+:9]([CH3:19])([CH3:18])[CH2:10][CH2:11][CH2:12][C:13]([O:15][CH2:16][CH3:17])=[O:14].[Cl:20][C:21]1[CH:22]=[N:23][C:24]2[C:29]([C:30]=1[CH3:31])=[CH:28][CH:27]=[CH:26][CH:25]=2. (7) Given the product [CH3:9][O:8][C:5]1[N:4]=[N:3][C:2]([C:16]2[CH:17]=[C:12]([CH:13]=[CH:14][CH:15]=2)[CH:10]=[O:11])=[CH:7][CH:6]=1, predict the reactants needed to synthesize it. The reactants are: Cl[C:2]1[N:3]=[N:4][C:5]([O:8][CH3:9])=[CH:6][CH:7]=1.[CH:10]([C:12]1[CH:13]=[C:14](B(O)O)[CH:15]=[CH:16][CH:17]=1)=[O:11]. (8) Given the product [Cl:25][C:20]1[CH:21]=[CH:22][CH:23]=[CH:24][C:19]=1[N:17]([CH3:18])[C:15]([C:13]1[S:12][C:11]2[C:5]3[CH:4]=[CH:3][C:2]([C:59]([O:58][CH3:56])=[O:61])=[CH:26][C:6]=3[O:7][CH2:8][CH2:9][C:10]=2[CH:14]=1)=[O:16], predict the reactants needed to synthesize it. The reactants are: Br[C:2]1[CH:3]=[CH:4][C:5]2[C:11]3[S:12][C:13]([C:15]([N:17]([C:19]4[CH:24]=[CH:23][CH:22]=[CH:21][C:20]=4[Cl:25])[CH3:18])=[O:16])=[CH:14][C:10]=3[CH2:9][CH2:8][O:7][C:6]=2[CH:26]=1.F[B-](F)(F)F.C([PH+](C(C)(C)C)C(C)(C)C)(C)(C)C.C1CCN2C(=NCCC2)CC1.[CH2:56]([O:58][C:59](=[O:61])C)C. (9) Given the product [CH3:20][O:19][C:17](=[O:18])[C:16]1[CH:21]=[CH:22][C:13]([O:12][CH3:11])=[CH:14][C:15]=1[O:23][C:2]1[CH:7]=[CH:6][CH:5]=[CH:4][C:3]=1[N+:8]([O-:10])=[O:9], predict the reactants needed to synthesize it. The reactants are: F[C:2]1[CH:7]=[CH:6][CH:5]=[CH:4][C:3]=1[N+:8]([O-:10])=[O:9].[CH3:11][O:12][C:13]1[CH:14]=[C:15]([OH:23])[C:16](=[CH:21][CH:22]=1)[C:17]([O:19][CH3:20])=[O:18].C(=O)([O-])[O-].[K+].[K+]. (10) Given the product [CH3:1][O:2][C:3](=[O:24])[C:4]1[CH:9]=[CH:8][CH:7]=[C:6]([NH:10][CH2:11][CH2:12][NH:13][C:14]2[CH:19]=[CH:18][CH:17]=[C:16]([CH:20]([CH3:21])[CH3:22])[CH:15]=2)[CH:5]=1, predict the reactants needed to synthesize it. The reactants are: [CH3:1][O:2][C:3](=[O:24])[C:4]1[CH:9]=[CH:8][CH:7]=[C:6]([NH:10][C:11](=O)[CH2:12][NH:13][C:14]2[CH:19]=[CH:18][CH:17]=[C:16]([CH:20]([CH3:22])[CH3:21])[CH:15]=2)[CH:5]=1.B.C1COCC1.